From a dataset of Reaction yield outcomes from USPTO patents with 853,638 reactions. Predict the reaction yield, written as a fraction of the theoretical maximum amount of product (1.0 means a 100% yield; for example, 0.34 means a 34% yield). The reactants are CO.C([O:10][C:11]1[C:12]([CH3:31])=[C:13]([CH3:30])[C:14]([NH:18][C:19](=[O:29])[CH:20]([C:23]2[CH:28]=[CH:27][CH:26]=[CH:25][CH:24]=2)[CH2:21][CH3:22])=[N:15][C:16]=1[CH3:17])C1C=CC=CC=1. The catalyst is [Pd]. The product is [OH:10][C:11]1[C:12]([CH3:31])=[C:13]([CH3:30])[C:14]([NH:18][C:19](=[O:29])[CH:20]([C:23]2[CH:28]=[CH:27][CH:26]=[CH:25][CH:24]=2)[CH2:21][CH3:22])=[N:15][C:16]=1[CH3:17]. The yield is 0.990.